The task is: Predict the product of the given reaction.. This data is from Forward reaction prediction with 1.9M reactions from USPTO patents (1976-2016). (1) Given the reactants Cl[CH2:2][CH2:3][CH2:4][CH2:5][N:6]1[C:10]2[CH:11]=[CH:12][CH:13]=[CH:14][C:9]=2[N:8]=[CH:7]1.[C:15]([C:17]1[CH:18]=[C:19]([N:23]2[CH2:28][CH2:27][NH:26][CH2:25][CH2:24]2)[CH:20]=[CH:21][CH:22]=1)#[N:16].C(N(C(C)C)CC)(C)C.[I-].[K+], predict the reaction product. The product is: [C:15]([C:17]1[CH:18]=[C:19]([N:23]2[CH2:28][CH2:27][N:26]([CH2:2][CH2:3][CH2:4][CH2:5][N:6]3[C:10]4[CH:11]=[CH:12][CH:13]=[CH:14][C:9]=4[N:8]=[CH:7]3)[CH2:25][CH2:24]2)[CH:20]=[CH:21][CH:22]=1)#[N:16]. (2) Given the reactants CC(C[AlH]CC(C)C)C.C([O:12][C:13]([C@@H:15]1[CH2:19][C:18]([C:20]2[CH:25]=[CH:24][C:23](C)=[CH:22][N:21]=2)=[C:17]([CH3:27])[C@H:16]1[O:28][Si:29]([CH2:34][CH3:35])([CH2:32][CH3:33])[CH2:30][CH3:31])=O)C, predict the reaction product. The product is: [CH3:27][C:17]1[C@@H:16]([O:28][Si:29]([CH2:30][CH3:31])([CH2:34][CH3:35])[CH2:32][CH3:33])[C@H:15]([CH:13]=[O:12])[CH2:19][C:18]=1[C:20]1[CH:25]=[CH:24][CH:23]=[CH:22][N:21]=1. (3) Given the reactants [NH2:1][CH2:2][C@@H:3]1[O:7][C:6](=[O:8])[N:5]([C:9]2[CH:22]=[CH:21][C:12]3[C:13]4[O:14][N:15]=[CH:16][C:17]=4[CH2:18][CH2:19][CH2:20][C:11]=3[CH:10]=2)[CH2:4]1.C(N(CC)CC)C.Cl[C:31]([O:33][CH3:34])=[O:32], predict the reaction product. The product is: [CH3:34][O:33][C:31](=[O:32])[NH:1][CH2:2][C@@H:3]1[O:7][C:6](=[O:8])[N:5]([C:9]2[CH:22]=[CH:21][C:12]3[C:13]4[O:14][N:15]=[CH:16][C:17]=4[CH2:18][CH2:19][CH2:20][C:11]=3[CH:10]=2)[CH2:4]1. (4) Given the reactants [CH3:1][C:2]1([CH3:11])[CH2:7][C:6]([CH3:9])([CH3:8])[CH2:5][C:4](=O)[CH2:3]1.[Br:12][C:13]1[CH:26]=[CH:25][C:16]([C:17]([C:19]2[CH:24]=[CH:23][CH:22]=[CH:21][CH:20]=2)=O)=[CH:15][CH:14]=1.C1COCC1.Cl, predict the reaction product. The product is: [Br:12][C:13]1[CH:14]=[CH:15][C:16]([C:17]([C:19]2[CH:20]=[CH:21][CH:22]=[CH:23][CH:24]=2)=[C:4]2[CH2:3][C:2]([CH3:11])([CH3:1])[CH2:7][C:6]([CH3:9])([CH3:8])[CH2:5]2)=[CH:25][CH:26]=1. (5) Given the reactants [Cl:1][C:2]1[CH:34]=[CH:33][C:5]([CH2:6][CH2:7][NH:8][C:9]([C:11]2[CH:29]=[CH:28][C:14]([O:15][C:16]3[CH:21]=[CH:20][C:19]([CH2:22][C:23]([O:25][CH3:26])=[O:24])=[CH:18][C:17]=3[F:27])=[C:13]([N+:30]([O-])=O)[CH:12]=2)=[O:10])=[CH:4][CH:3]=1.[NH4+].[Cl-], predict the reaction product. The product is: [Cl:1][C:2]1[CH:3]=[CH:4][C:5]([CH2:6][CH2:7][NH:8][C:9]([C:11]2[CH:29]=[CH:28][C:14]([O:15][C:16]3[CH:21]=[CH:20][C:19]([CH2:22][C:23]([O:25][CH3:26])=[O:24])=[CH:18][C:17]=3[F:27])=[C:13]([NH2:30])[CH:12]=2)=[O:10])=[CH:33][CH:34]=1. (6) Given the reactants [C:1]([OH:20])(=[O:19])[CH2:2][CH2:3][CH2:4][CH2:5][CH2:6][CH2:7][CH2:8]/[CH:9]=[CH:10]\[CH2:11][CH2:12][CH2:13][CH2:14][CH2:15][CH2:16][CH2:17][CH3:18].S(=O)(=O)(O)O.[C:26]1(C)C=CC(S(O)(=O)=O)=CC=1.C[O-].[Na+], predict the reaction product. The product is: [CH3:26][O:19][C:1](=[O:20])[CH2:2][CH2:3][CH2:4][CH2:5][CH2:6][CH2:7][CH2:8]/[CH:9]=[CH:10]\[CH2:11][CH2:12][CH2:13][CH2:14][CH2:15][CH2:16][CH2:17][CH3:18]. (7) Given the reactants [F:1][C:2]1[CH:3]=[C:4]([CH2:8][CH2:9][CH2:10][CH:11]2[CH2:16][CH2:15][NH:14][CH2:13][CH2:12]2)[CH:5]=[CH:6][CH:7]=1.[Br:17][C:18]1[C:19](=[O:32])[N:20]([C:26]2[CH:31]=[CH:30][CH:29]=[CH:28][CH:27]=2)[N:21]([CH3:25])[C:22]=1[CH2:23]Br.C(N(C(C)C)CC)(C)C, predict the reaction product. The product is: [Br:17][C:18]1[C:19](=[O:32])[N:20]([C:26]2[CH:27]=[CH:28][CH:29]=[CH:30][CH:31]=2)[N:21]([CH3:25])[C:22]=1[CH2:23][N:14]1[CH2:15][CH2:16][CH:11]([CH2:10][CH2:9][CH2:8][C:4]2[CH:5]=[CH:6][CH:7]=[C:2]([F:1])[CH:3]=2)[CH2:12][CH2:13]1. (8) Given the reactants [N:1]1([C:7]([NH:9][NH2:10])=[O:8])[CH2:6][CH2:5][O:4][CH2:3][CH2:2]1.[O:11]=[C:12]1[C:20](=O)[C:19]2[C:14](=[CH:15][CH:16]=[C:17]([S:22][CH2:23][CH2:24][CH2:25][C:26]3[CH:34]=[CH:33][C:29]([C:30]([OH:32])=[O:31])=[CH:28][CH:27]=3)[CH:18]=2)[N:13]1[CH2:35][CH2:36][CH3:37], predict the reaction product. The product is: [N:1]1([C:7]([NH:9][N:10]=[C:20]2[C:19]3[C:14](=[CH:15][CH:16]=[C:17]([S:22][CH2:23][CH2:24][CH2:25][C:26]4[CH:27]=[CH:28][C:29]([C:30]([OH:32])=[O:31])=[CH:33][CH:34]=4)[CH:18]=3)[N:13]([CH2:35][CH2:36][CH3:37])[C:12]2=[O:11])=[O:8])[CH2:6][CH2:5][O:4][CH2:3][CH2:2]1.